Task: Predict the reactants needed to synthesize the given product.. Dataset: Full USPTO retrosynthesis dataset with 1.9M reactions from patents (1976-2016) Given the product [CH3:1][S:2][C:3]1[S:4][C:5]2[CH:11]=[C:10]([O:12][C:14]3[CH:19]=[CH:18][N:17]=[C:16]([C:20]([O:22][C:23]([CH3:26])([CH3:25])[CH3:24])=[O:21])[CH:15]=3)[CH:9]=[CH:8][C:6]=2[N:7]=1, predict the reactants needed to synthesize it. The reactants are: [CH3:1][S:2][C:3]1[S:4][C:5]2[CH:11]=[C:10]([OH:12])[CH:9]=[CH:8][C:6]=2[N:7]=1.Cl[C:14]1[CH:19]=[CH:18][N:17]=[C:16]([C:20]([O:22][C:23]([CH3:26])([CH3:25])[CH3:24])=[O:21])[CH:15]=1.C(=O)([O-])[O-].[Cs+].[Cs+].O.